Task: Predict the reaction yield, written as a fraction of the theoretical maximum amount of product (1.0 means a 100% yield; for example, 0.34 means a 34% yield).. Dataset: Reaction yield outcomes from USPTO patents with 853,638 reactions (1) The reactants are Cl.[NH:2]([C:4]1[CH:5]=[C:6]([CH:12]=[CH:13][CH:14]=1)C(OCC)=O)[NH2:3].[CH3:15][C:16]([CH3:23])([CH3:22])[C:17](=O)[CH2:18][C:19]#[N:20].[Si]([O:31]CC(C)(C)C(OC)=O)(C(C)(C)C)(C)C. No catalyst specified. The product is [NH2:20][C:19]1[N:2]([C:4]2[CH:14]=[CH:13][CH:12]=[CH:6][CH:5]=2)[N:3]=[C:17]([C:16]([CH3:23])([CH3:22])[CH2:15][OH:31])[CH:18]=1. The yield is 0.660. (2) The reactants are [N:1]1[C:6]([NH2:7])=[CH:5][CH:4]=[CH:3][C:2]=1[NH2:8].[F:9][C:10]([F:26])([F:25])[C:11]1N=C(C(F)(F)F)N=[C:13]([C:21]([F:24])([F:23])[F:22])[N:12]=1. The catalyst is CC(O)=O. The product is [F:9][C:10]([F:25])([F:26])[C:11]1[N:12]=[C:13]([C:21]([F:23])([F:24])[F:22])[C:3]2[CH:4]=[CH:5][C:6]([NH2:7])=[N:1][C:2]=2[N:8]=1. The yield is 0.970. (3) The reactants are [F:1][CH:2]([F:27])[O:3][C:4]1[CH:13]=[C:12]2[C:7]([C:8](=[N:24]OC)[CH2:9][C@H:10]([C:14]3[CH:15]=[C:16]([CH:21]=[CH:22][CH:23]=3)[C:17]([O:19][CH3:20])=[O:18])[O:11]2)=[CH:6][CH:5]=1.[H][H]. The catalyst is [Pt].C(O)(=O)C. The product is [NH2:24][C@H:8]1[C:7]2[C:12](=[CH:13][C:4]([O:3][CH:2]([F:27])[F:1])=[CH:5][CH:6]=2)[O:11][C@@H:10]([C:14]2[CH:15]=[C:16]([CH:21]=[CH:22][CH:23]=2)[C:17]([O:19][CH3:20])=[O:18])[CH2:9]1. The yield is 0.340. (4) The yield is 0.570. The reactants are [CH3:1][C:2]1[N:7]=[C:6]([C:8]2[N:13]=[CH:12][C:11]3[CH:14]=[N:15][NH:16][C:10]=3[CH:9]=2)[CH:5]=[N:4][CH:3]=1.Br[C:18]1[N:23]=[C:22]([N:24]2[CH2:29][CH2:28][CH2:27][C@H:26]([NH:30][C:31](=[O:37])[O:32][C:33]([CH3:36])([CH3:35])[CH3:34])[CH2:25]2)[C:21]([O:38][CH3:39])=[N:20][CH:19]=1.CC1(C)C2C(=C(P(C3C=CC=CC=3)C3C=CC=CC=3)C=CC=2)OC2C(P(C3C=CC=CC=3)C3C=CC=CC=3)=CC=CC1=2.CC(C)([O-])C.[Na+]. The catalyst is C1(C)C=CC=CC=1.C1C=CC(/C=C/C(/C=C/C2C=CC=CC=2)=O)=CC=1.C1C=CC(/C=C/C(/C=C/C2C=CC=CC=2)=O)=CC=1.C1C=CC(/C=C/C(/C=C/C2C=CC=CC=2)=O)=CC=1.[Pd].[Pd]. The product is [CH3:39][O:38][C:21]1[C:22]([N:24]2[CH2:29][CH2:28][CH2:27][C@H:26]([NH:30][C:31](=[O:37])[O:32][C:33]([CH3:35])([CH3:34])[CH3:36])[CH2:25]2)=[N:23][C:18]([N:16]2[C:10]3[CH:9]=[C:8]([C:6]4[CH:5]=[N:4][CH:3]=[C:2]([CH3:1])[N:7]=4)[N:13]=[CH:12][C:11]=3[CH:14]=[N:15]2)=[CH:19][N:20]=1. (5) The reactants are Br[C:2]1[CH:3]=[CH:4][C:5]([N+:8]([O-:10])=[O:9])=[N:6][CH:7]=1.[CH3:11][C@H:12]1[NH:17][CH2:16][CH2:15][N:14]([C:18]([O:20][C:21]([CH3:24])([CH3:23])[CH3:22])=[O:19])[CH2:13]1.C(=O)([O-])[O-].[Cs+].[Cs+].CC1(C)C2C(=C(P(C3C=CC=CC=3)C3C=CC=CC=3)C=CC=2)OC2C(P(C3C=CC=CC=3)C3C=CC=CC=3)=CC=CC1=2. The catalyst is C1C=CC(/C=C/C(/C=C/C2C=CC=CC=2)=O)=CC=1.C1C=CC(/C=C/C(/C=C/C2C=CC=CC=2)=O)=CC=1.C1C=CC(/C=C/C(/C=C/C2C=CC=CC=2)=O)=CC=1.[Pd].[Pd].O1CCOCC1. The product is [CH3:11][C@H:12]1[N:17]([C:2]2[CH:7]=[N:6][C:5]([N+:8]([O-:10])=[O:9])=[CH:4][CH:3]=2)[CH2:16][CH2:15][N:14]([C:18]([O:20][C:21]([CH3:22])([CH3:24])[CH3:23])=[O:19])[CH2:13]1. The yield is 0.440. (6) The reactants are [C@@H]1([N:10]2[C:20]3[N:19]=[C:17]([NH2:18])[NH:16][C:14](=[O:15])[C:13]=3[N:12]=[CH:11]2)O[C@H](CO)[C@@H](O)[C@H]1O.[CH2:21](Br)[CH:22]=[CH2:23].Cl.[OH-].[Na+]. The catalyst is CO.CS(C)=O. The product is [NH2:18][C:17]1[NH:16][C:14](=[O:15])[C:13]2[N:12]([CH2:23][CH:22]=[CH2:21])[CH:11]=[N:10][C:20]=2[N:19]=1. The yield is 1.19. (7) The reactants are Cl.Cl.[Cl:3][CH2:4][CH2:5][CH2:6][N:7]1[CH2:12][CH2:11][NH:10][CH2:9][CH2:8]1.C(N(CC)CC)C.[CH3:20][S:21](Cl)(=[O:23])=[O:22].Cl. The catalyst is C(Cl)Cl. The product is [ClH:3].[Cl:3][CH2:4][CH2:5][CH2:6][N:7]1[CH2:12][CH2:11][N:10]([S:21]([CH3:20])(=[O:23])=[O:22])[CH2:9][CH2:8]1. The yield is 0.600.